Dataset: Full USPTO retrosynthesis dataset with 1.9M reactions from patents (1976-2016). Task: Predict the reactants needed to synthesize the given product. (1) The reactants are: [Br:1][C:2]1[C:3]([CH3:8])=[N:4][NH:5][C:6]=1[CH3:7].Br[CH2:10][CH2:11][CH2:12][CH2:13][CH2:14]CCC.IC1C=NNC=1. Given the product [Br:1][C:2]1[C:3]([CH3:8])=[N:4][N:5]([CH2:10][CH2:11][CH2:12][CH2:13][CH3:14])[C:6]=1[CH3:7], predict the reactants needed to synthesize it. (2) The reactants are: FC(F)(F)C(O)=O.[CH2:8]([O:15][C:16]([N:18]1[CH2:21][CH2:20][C@H:19]1[CH2:22][O:23][C:24]1[CH:25]=[C:26]([C:30]2[CH:31]=[C:32]([CH:42]=[CH:43][CH:44]=2)[CH2:33][NH:34]C(=O)OC(C)(C)C)[CH:27]=[N:28][CH:29]=1)=[O:17])[C:9]1[CH:14]=[CH:13][CH:12]=[CH:11][CH:10]=1.C([O-])(O)=O.[Na+].CCOC(C)=O.N. Given the product [CH2:8]([O:15][C:16]([N:18]1[CH2:21][CH2:20][C@H:19]1[CH2:22][O:23][C:24]1[CH:25]=[C:26]([C:30]2[CH:31]=[C:32]([CH:42]=[CH:43][CH:44]=2)[CH2:33][NH2:34])[CH:27]=[N:28][CH:29]=1)=[O:17])[C:9]1[CH:14]=[CH:13][CH:12]=[CH:11][CH:10]=1, predict the reactants needed to synthesize it. (3) Given the product [CH:6]([O:9][C:10]1[CH:17]=[CH:16][C:15]([O:18][CH:19]([CH3:21])[CH3:20])=[CH:14][C:11]=1[CH:12]=[CH2:1])([CH3:8])[CH3:7], predict the reactants needed to synthesize it. The reactants are: [CH2:1]([Li])CCC.[CH:6]([O:9][C:10]1[CH:17]=[CH:16][C:15]([O:18][CH:19]([CH3:21])[CH3:20])=[CH:14][C:11]=1[CH:12]=O)([CH3:8])[CH3:7].O. (4) Given the product [NH2:1][C:2]1[CH:3]=[C:4]([C:5]#[N:6])[CH:7]=[C:8]2[C:9]=1[C:10]1[CH:15]=[C:14]([CH3:16])[CH:13]=[N:12][C:11]=1[NH:18]2, predict the reactants needed to synthesize it. The reactants are: [NH2:1][C:2]1[CH:3]=[C:4]([CH:7]=[C:8]([NH2:18])[C:9]=1[C:10]1[C:11](F)=[N:12][CH:13]=[C:14]([CH3:16])[CH:15]=1)[C:5]#[N:6].[Cl-].[NH+]1C=CC=CC=1. (5) Given the product [F:32][C:29]1[CH:30]=[C:31]([N:10]2[C:9](=[O:24])[C:8]([C:5]3[CH:6]=[CH:7][C:2]([Cl:1])=[CH:3][CH:4]=3)=[C:13]([C:14]3[CH:19]=[CH:18][C:17]([S:20]([CH3:23])(=[O:22])=[O:21])=[CH:16][CH:15]=3)[CH:12]=[N:11]2)[CH:26]=[CH:27][C:28]=1[F:33], predict the reactants needed to synthesize it. The reactants are: [Cl:1][C:2]1[CH:7]=[CH:6][C:5]([C:8]2[C:9](=[O:24])[NH:10][N:11]=[CH:12][C:13]=2[C:14]2[CH:19]=[CH:18][C:17]([S:20]([CH3:23])(=[O:22])=[O:21])=[CH:16][CH:15]=2)=[CH:4][CH:3]=1.Br[C:26]1[CH:31]=[CH:30][C:29]([F:32])=[C:28]([F:33])[CH:27]=1.N. (6) Given the product [ClH:27].[OH:1][CH2:2][C:3]1[CH:8]=[CH:7][CH:6]=[CH:5][C:4]=1[CH:9]1[CH2:14][CH2:13][NH:12][CH2:11][CH2:10]1, predict the reactants needed to synthesize it. The reactants are: [OH:1][CH2:2][C:3]1[CH:8]=[CH:7][CH:6]=[CH:5][C:4]=1[CH:9]1[CH2:14][CH2:13][N:12](C(OC(C)(C)C)=O)[CH2:11][CH2:10]1.CCOCC.[ClH:27]. (7) Given the product [CH3:1][C@@:2]1([CH2:13][N:14]2[CH2:15][CH2:16][N:17]([NH:20][CH2:21][C:22]3[CH:27]=[CH:26][C:25]([C:28]([F:31])([F:29])[F:30])=[CH:24][CH:23]=3)[CH2:18][CH2:19]2)[O:6][C:5]2=[N:7][C:8]([N+:10]([O-:12])=[O:11])=[CH:9][N:4]2[CH2:3]1, predict the reactants needed to synthesize it. The reactants are: [CH3:1][C@@:2]1([CH2:13][N:14]2[CH2:19][CH2:18][N:17]([N:20]=[CH:21][C:22]3[CH:27]=[CH:26][C:25]([C:28]([F:31])([F:30])[F:29])=[CH:24][CH:23]=3)[CH2:16][CH2:15]2)[O:6][C:5]2=[N:7][C:8]([N+:10]([O-:12])=[O:11])=[CH:9][N:4]2[CH2:3]1.C1COCC1.[BH4-].[Na+].